This data is from Full USPTO retrosynthesis dataset with 1.9M reactions from patents (1976-2016). The task is: Predict the reactants needed to synthesize the given product. (1) The reactants are: ClC1(N)C=CC(N[C:9]([NH:11][C:12]2[CH:17]=[CH:16][CH:15]=[CH:14][C:13]=2[C:18]([F:21])([F:20])[F:19])=[O:10])=CC1.[C:23]([O:34][CH3:35])(=[O:33])[C:24]1[CH:32]=[CH:31][CH:30]=[C:26](C([O-])=O)[CH:25]=1.[CH:36]1[CH:37]=[CH:38][C:39]2[N:44](O)N=[N:42][C:40]=2[CH:41]=1.[OH2:46].CN1C[CH2:52][O:51]CC1.CCN=C=NCCCN(C)C.Cl. Given the product [F:21][C:18]([C:13]1[CH:14]=[CH:15][CH:16]=[CH:17][C:12]=1[NH:11][C:9]([NH:44][C:39]1[CH:38]=[CH:37][C:36]([C:26]2[CH:30]=[CH:31][CH:32]=[C:24]([C:23]([O:34][CH3:35])=[O:33])[CH:25]=2)=[CH:41][C:40]=1[NH:42][C:52]([OH:51])=[O:46])=[O:10])([F:19])[F:20], predict the reactants needed to synthesize it. (2) Given the product [F:34][C:35]1[CH:40]=[CH:39][C:38]([C:41]2[CH:46]=[CH:45][C:21]([C:20]([NH:19][C:14]3[CH:13]=[CH:12][C:11]4[CH:10]=[C:9]([CH2:8][CH2:7][N:2]5[CH2:6][CH2:5][CH2:4][CH2:3]5)[CH2:18][CH2:17][C:16]=4[CH:15]=3)=[O:22])=[CH:43][CH:42]=2)=[CH:37][CH:36]=1, predict the reactants needed to synthesize it. The reactants are: Cl.[N:2]1([CH2:7][CH2:8][C:9]2[CH2:18][CH2:17][C:16]3[CH:15]=[C:14]([NH:19][C:20](=[O:22])[CH3:21])[CH:13]=[CH:12][C:11]=3[CH:10]=2)[CH2:6][CH2:5][CH2:4][CH2:3]1.CCN=C=NCCCN(C)C.[F:34][C:35]1[CH:40]=[CH:39][C:38]([C:41]2[CH:46]=[CH:45]C(C(O)=O)=[CH:43][CH:42]=2)=[CH:37][CH:36]=1. (3) The reactants are: [CH3:1][C:2]1[C:10]([C:11]#N)=[CH:9][CH:8]=[C:7]2[C:3]=1[CH:4]=[CH:5][NH:6]2.O.[PH2]([O-])=[O:15].[Na+]. Given the product [CH3:1][C:2]1[C:10]([CH:11]=[O:15])=[CH:9][CH:8]=[C:7]2[C:3]=1[CH:4]=[CH:5][NH:6]2, predict the reactants needed to synthesize it.